Task: Predict which catalyst facilitates the given reaction.. Dataset: Catalyst prediction with 721,799 reactions and 888 catalyst types from USPTO (1) Product: [C:63]([NH:15][CH2:18][CH2:19][O:20][CH2:21][CH2:22][O:23][CH2:24][CH2:25][O:26][CH2:27][CH2:28][O:29][CH2:30][CH2:31][O:32][CH2:33][CH2:34][O:35][C:4]1[CH:3]=[C:2]([C:1]([OH:13])=[O:12])[CH:11]=[CH:10][C:5]=1[C:6]([OH:8])=[O:7])([O:65][CH2:66][CH:68]1[C:50]2[C:49](=[CH:54][CH:53]=[CH:52][CH:51]=2)[C:11]2[C:2]1=[CH:3][CH:4]=[CH:5][CH:10]=2)=[O:64]. Reactant: [C:1]([O:13]C)(=[O:12])[C:2]1[CH:11]=[CH:10][C:5]([C:6]([O:8]C)=[O:7])=[CH:4][CH:3]=1.[N:15]([CH2:18][CH2:19][O:20][CH2:21][CH2:22][O:23][CH2:24][CH2:25][O:26][CH2:27][CH2:28][O:29][CH2:30][CH2:31][O:32][CH2:33][CH2:34][OH:35])=[N+]=[N-].[C:49]1(P([C:49]2[CH:54]=[CH:53][CH:52]=[CH:51][CH:50]=2)[C:49]2[CH:54]=[CH:53][CH:52]=[CH:51][CH:50]=2)[CH:54]=[CH:53][CH:52]=[CH:51][CH:50]=1.[CH3:68][CH:66]([O:65][C:63](/N=N/[C:63]([O:65][CH:66]([CH3:68])C)=[O:64])=[O:64])C. The catalyst class is: 5. (2) Reactant: Cl[C:2]1[CH:7]=[CH:6][C:5]([NH:8][C:9]([C:11]2[CH:21]=[CH:20][C:14]3[O:15][C:16]([F:19])([F:18])[O:17][C:13]=3[CH:12]=2)=[O:10])=[CH:4][C:3]=1[C:22](=[O:44])[NH:23][C:24]1[CH:25]=[N:26][C:27]([NH:30][C:31]2[CH:36]=[CH:35][C:34]([N:37]3[CH2:42][CH2:41][N:40]([CH3:43])[CH2:39][CH2:38]3)=[CH:33][CH:32]=2)=[N:28][CH:29]=1.[CH:45]1(P(C2CCCCC2)C2C=CC=CC=2C2C(OC)=CC=CC=2OC)CCCC[CH2:46]1.P([O-])([O-])([O-])=O.[K+].[K+].[K+].C(B(CC)CC)C. Product: [CH2:45]([C:2]1[CH:7]=[CH:6][C:5]([NH:8][C:9]([C:11]2[CH:21]=[CH:20][C:14]3[O:15][C:16]([F:19])([F:18])[O:17][C:13]=3[CH:12]=2)=[O:10])=[CH:4][C:3]=1[C:22](=[O:44])[NH:23][C:24]1[CH:25]=[N:26][C:27]([NH:30][C:31]2[CH:36]=[CH:35][C:34]([N:37]3[CH2:42][CH2:41][N:40]([CH3:43])[CH2:39][CH2:38]3)=[CH:33][CH:32]=2)=[N:28][CH:29]=1)[CH3:46]. The catalyst class is: 826. (3) Reactant: [OH:1][C@@H:2]1[CH2:6][C:5](=[O:7])[N:4]([CH3:8])[C:3]1=[O:9].C(N(CC)CC)C.[C:17](Cl)(=[O:20])[CH:18]=[CH2:19].O. Product: [C:17]([O:1][C@@H:2]1[CH2:6][C:5](=[O:7])[N:4]([CH3:8])[C:3]1=[O:9])(=[O:20])[CH:18]=[CH2:19]. The catalyst class is: 2. (4) Reactant: [F:1][C:2]1[CH:3]=[C:4]([NH:8][C:9]([C:11]2[NH:12][C:13]3[C:18]([CH:19]=2)=[CH:17][C:16]([CH:20]2[CH2:25][CH2:24][CH2:23][NH:22][CH2:21]2)=[CH:15][CH:14]=3)=[O:10])[CH:5]=[CH:6][CH:7]=1.FC(F)(F)S(O[CH2:32][C:33]([F:36])([F:35])[F:34])(=O)=O.C(N(CC)C(C)C)(C)C. The catalyst class is: 54. Product: [F:1][C:2]1[CH:3]=[C:4]([NH:8][C:9]([C:11]2[NH:12][C:13]3[C:18]([CH:19]=2)=[CH:17][C:16]([CH:20]2[CH2:25][CH2:24][CH2:23][N:22]([CH2:32][C:33]([F:36])([F:35])[F:34])[CH2:21]2)=[CH:15][CH:14]=3)=[O:10])[CH:5]=[CH:6][CH:7]=1. (5) Reactant: [CH2:1]([O:8][C:9]1[C:13]([CH2:14][C:15]2[CH:20]=[CH:19][C:18]([CH2:21][CH3:22])=[CH:17][CH:16]=2)=[C:12]([CH3:23])[NH:11][N:10]=1)[C:2]1[CH:7]=[CH:6][CH:5]=[CH:4][CH:3]=1.C(=O)([O-])[O-].[Cs+].[Cs+].[CH:30](I)([CH3:32])[CH3:31]. Product: [CH2:1]([O:8][C:9]1[C:13]([CH2:14][C:15]2[CH:16]=[CH:17][C:18]([CH2:21][CH3:22])=[CH:19][CH:20]=2)=[C:12]([CH3:23])[N:11]([CH:30]([CH3:32])[CH3:31])[N:10]=1)[C:2]1[CH:3]=[CH:4][CH:5]=[CH:6][CH:7]=1. The catalyst class is: 35. (6) Reactant: [Cl:1][C:2]1[N:3]=[CH:4][C:5]2[CH:10]=[CH:9][NH:8][C:6]=2[N:7]=1.Cl[CH2:12][C:13]1[C:14]([N:19]([CH3:24])[S:20]([CH3:23])(=[O:22])=[O:21])=[N:15][CH:16]=[CH:17][CH:18]=1.C([O-])([O-])=O.[K+].[K+]. Product: [Cl:1][C:2]1[N:3]=[CH:4][C:5]2[CH:10]=[CH:9][N:8]([CH2:12][C:13]3[C:14]([N:19]([CH3:24])[S:20]([CH3:23])(=[O:22])=[O:21])=[N:15][CH:16]=[CH:17][CH:18]=3)[C:6]=2[N:7]=1. The catalyst class is: 3. (7) Reactant: [N+:1]([CH:4]([C:10]1[CH:19]=[CH:18][C:17]2[C:12](=[CH:13][CH:14]=[CH:15][C:16]=2[CH2:20][CH:21]=[CH2:22])[N:11]=1)[C:5]([O:7][CH2:8][CH3:9])=[O:6])([O-])=O.[C:23](O)(=O)[CH3:24]. Product: [CH3:23][C:24]1[N:11]2[C:12]3[C:17]([CH:18]=[CH:19][C:10]2=[C:4]([C:5]([O:7][CH2:8][CH3:9])=[O:6])[N:1]=1)=[C:16]([CH2:20][CH:21]=[CH2:22])[CH:15]=[CH:14][CH:13]=3. The catalyst class is: 401.